From a dataset of Full USPTO retrosynthesis dataset with 1.9M reactions from patents (1976-2016). Predict the reactants needed to synthesize the given product. Given the product [Cl:1][C:2]1[CH:3]=[CH:4][C:5]2[N:11]3[CH:12]=[CH:13][CH:14]=[C:10]3[C@@H:9]([CH2:15][CH2:16][N:17]3[N:21]=[N:20][C:19]([CH2:22][O:23][C:24]([CH3:30])([CH3:29])[C:25]([OH:27])=[O:26])=[N:18]3)[O:8][C@H:7]([C:31]3[CH:36]=[CH:35][CH:34]=[C:33]([O:37][CH3:38])[C:32]=3[O:39][CH3:40])[C:6]=2[CH:41]=1, predict the reactants needed to synthesize it. The reactants are: [Cl:1][C:2]1[CH:3]=[CH:4][C:5]2[N:11]3[CH:12]=[CH:13][CH:14]=[C:10]3[C@@H:9]([CH2:15][CH2:16][N:17]3[N:21]=[N:20][C:19]([CH2:22][O:23][C:24]([CH3:30])([CH3:29])[C:25]([O:27]C)=[O:26])=[N:18]3)[O:8][C@H:7]([C:31]3[CH:36]=[CH:35][CH:34]=[C:33]([O:37][CH3:38])[C:32]=3[O:39][CH3:40])[C:6]=2[CH:41]=1.C(=O)([O-])[O-].[K+].[K+].